This data is from Reaction yield outcomes from USPTO patents with 853,638 reactions. The task is: Predict the reaction yield, written as a fraction of the theoretical maximum amount of product (1.0 means a 100% yield; for example, 0.34 means a 34% yield). (1) The reactants are [CH2:1]([O:3][CH:4]([C:15]([O:17][CH2:18][C:19]([Cl:22])([Cl:21])[Cl:20])=[O:16])[CH2:5][C:6]1[CH:14]=[CH:13][C:9]([C:10]([OH:12])=[O:11])=[CH:8][CH:7]=1)[CH3:2].O[CH2:24][C:25]1[CH:30]=[CH:29][C:28]([O:31][S:32]([CH3:35])(=[O:34])=[O:33])=[CH:27][CH:26]=1.C(OC(=O)C(OCC)CC1C=CC(OC(=O)CC2N=C(C3C=CC=CC=3)OC=2C)=C(CC2C=CC=CC=2)C=1)C1C=CC=CC=1. No catalyst specified. The product is [CH3:35][S:32]([O:31][C:28]1[CH:29]=[CH:30][C:25]([CH2:24][O:11][C:10](=[O:12])[C:9]2[CH:13]=[CH:14][C:6]([CH2:5][CH:4]([O:3][CH2:1][CH3:2])[C:15]([O:17][CH2:18][C:19]([Cl:20])([Cl:21])[Cl:22])=[O:16])=[CH:7][CH:8]=2)=[CH:26][CH:27]=1)(=[O:34])=[O:33]. The yield is 0.470. (2) The yield is 0.670. The catalyst is ClCCl. The product is [NH2:1][C:2]1[C:3]([C:15]([NH:17][C:18]2[C:23]([N:24]3[CH2:29][CH2:28][C:27]([NH2:31])([CH3:30])[CH2:26][CH2:25]3)=[CH:22][CH:21]=[CH:20][N:19]=2)=[O:16])=[N:4][C:5]([C:8]2[C:13]([Cl:14])=[CH:12][CH:11]=[CH:10][N:9]=2)=[CH:6][N:7]=1. The reactants are [NH2:1][C:2]1[C:3]([C:15]([NH:17][C:18]2[C:23]([N:24]3[CH2:29][CH2:28][C:27]([NH:31]C(=O)OC(C)(C)C)([CH3:30])[CH2:26][CH2:25]3)=[CH:22][CH:21]=[CH:20][N:19]=2)=[O:16])=[N:4][C:5]([C:8]2[C:13]([Cl:14])=[CH:12][CH:11]=[CH:10][N:9]=2)=[CH:6][N:7]=1.FC(F)(F)C(O)=O.NC1C(C(NC2C(N3CCC(NC(=O)OC(C)(C)C)(CC)CC3)=CC=CN=2)=O)=NC(C2C(C(F)(F)F)=CC=CN=2)=CN=1. (3) The reactants are [CH3:1][C:2]1[N:38]=[C:5]2[N:6]([CH:33]([CH3:37])[C:34](=O)[CH3:35])[C:7](=[O:32])[C:8]([CH2:13][C:14]3[CH:19]=[CH:18][C:17]([C:20]4[CH:25]=[CH:24][CH:23]=[CH:22][C:21]=4[C:26]4[NH:30][C:29](=[O:31])[O:28][N:27]=4)=[CH:16][CH:15]=3)=[C:9]([CH2:10][CH2:11][CH3:12])[N:4]2[N:3]=1.Cl.[NH2:40][O:41][CH2:42][CH3:43].N1C=CC=CC=1.Cl. The catalyst is O.C(OCC)(=O)C. The product is [CH2:42]([O:41]/[N:40]=[C:34](\[CH3:35])/[CH:33]([N:6]1[C:7](=[O:32])[C:8]([CH2:13][C:14]2[CH:15]=[CH:16][C:17]([C:20]3[CH:25]=[CH:24][CH:23]=[CH:22][C:21]=3[C:26]3[NH:30][C:29](=[O:31])[O:28][N:27]=3)=[CH:18][CH:19]=2)=[C:9]([CH2:10][CH2:11][CH3:12])[N:4]2[N:3]=[C:2]([CH3:1])[N:38]=[C:5]12)[CH3:37])[CH3:43]. The yield is 0.660. (4) The reactants are [S:1]1[CH:5]=[CH:4][C:3]([CH:6]([CH3:10])C(O)=O)=[CH:2]1.O.ON1C2C=CC=CC=2N=N1.Cl.CN(C)CCCN=C=NCC.[CH3:34][C:35]1([C:41]2[CH:42]=[C:43]([NH:47][S:48]([CH3:51])(=[O:50])=[O:49])[CH:44]=[CH:45][CH:46]=2)[CH:40]2[CH:36]1[CH2:37][NH:38][CH2:39]2.[C:52](=O)([O-])[OH:53].[Na+]. The catalyst is CN(C)C=O.CO. The product is [CH3:34][C:35]1([C:41]2[CH:42]=[C:43]([NH:47][S:48]([CH3:51])(=[O:50])=[O:49])[CH:44]=[CH:45][CH:46]=2)[CH:40]2[CH:36]1[CH2:37][N:38]([C:52](=[O:53])[CH2:10][CH2:6][C:3]1[CH:4]=[CH:5][S:1][CH:2]=1)[CH2:39]2. The yield is 0.630.